From a dataset of CYP3A4 inhibition data for predicting drug metabolism from PubChem BioAssay. Regression/Classification. Given a drug SMILES string, predict its absorption, distribution, metabolism, or excretion properties. Task type varies by dataset: regression for continuous measurements (e.g., permeability, clearance, half-life) or binary classification for categorical outcomes (e.g., BBB penetration, CYP inhibition). Dataset: cyp3a4_veith. (1) The drug is Cl.OC1(c2ccc(F)cc2)CCNC1. The result is 0 (non-inhibitor). (2) The compound is CCCN(/C=N/c1sc2c(c1C#N)CCCCC2)CCC. The result is 1 (inhibitor). (3) The molecule is O=C1OCCC1Sc1nc2cc(Cl)ccc2o1. The result is 0 (non-inhibitor). (4) The drug is CCc1oc2ccccc2c1C(=O)c1cc(Br)c(O)c(Br)c1. The result is 0 (non-inhibitor). (5) The compound is Cc1ccc(S(=O)(=O)N[C@H](CN)C(=O)O)cc1. The result is 0 (non-inhibitor). (6) The drug is CCOc1c2ccc(C(=O)NCc3ccc4c(c3)OCO4)cc2nn1CCOC. The result is 0 (non-inhibitor). (7) The molecule is CC[C@](N)(C(=O)O)C(C)C. The result is 0 (non-inhibitor). (8) The drug is COc1ccccc1-c1cc(Nc2ccc(F)cc2)ncn1. The result is 0 (non-inhibitor). (9) The drug is CCOc1cc(C)c(S(=O)(=O)Nc2ccc3cn[nH]c3c2)cc1C. The result is 1 (inhibitor). (10) The compound is O=C(O)c1cccnc1SCC(=O)N1CCCCCC1. The result is 0 (non-inhibitor).